From a dataset of Catalyst prediction with 721,799 reactions and 888 catalyst types from USPTO. Predict which catalyst facilitates the given reaction. (1) Reactant: [Cl:1][C:2]1[CH:7]=[CH:6][C:5]([S:8](Cl)(=[O:10])=[O:9])=[CH:4][C:3]=1[N+:12]([O-:14])=[O:13].[C:15]1(N)[C:24]2[C:19](=[CH:20][CH:21]=[CH:22][CH:23]=2)[CH:18]=[CH:17][CH:16]=1.[N:26]1C=CC=CC=1. Product: [C:20]1([C:4]2[C:3]([N+:12]([O-:14])=[O:13])=[C:2]([Cl:1])[CH:7]=[CH:6][C:5]=2[S:8]([NH2:26])(=[O:10])=[O:9])[C:19]2[C:24](=[CH:15][CH:16]=[CH:17][CH:18]=2)[CH:23]=[CH:22][CH:21]=1. The catalyst class is: 2. (2) The catalyst class is: 581. Reactant: [C:1](O)(=O)C(O)=O.[CH3:7][O:8][C:9]1[CH:10]=[C:11]([CH2:17][C@:18]2([CH2:32][CH2:33][C:34]([O:36][CH3:37])=[O:35])[C:27]3[C:22](=[CH:23][C:24]([O:30][CH3:31])=[C:25]([O:28][CH3:29])[CH:26]=3)[CH2:21][CH2:20][NH:19]2)[CH:12]=[CH:13][C:14]=1[O:15][CH3:16].C(=O)(O)[O-].[Na+].ClCCl.[I:46]C. Product: [I-:46].[CH3:7][O:8][C:9]1[CH:10]=[C:11]([CH2:17][C@:18]2([CH2:32][CH2:33][C:34]([O:36][CH3:37])=[O:35])[C:27]3[C:22](=[CH:23][C:24]([O:30][CH3:31])=[C:25]([O:28][CH3:29])[CH:26]=3)[CH2:21][CH2:20][NH+:19]2[CH3:1])[CH:12]=[CH:13][C:14]=1[O:15][CH3:16].